From a dataset of Reaction yield outcomes from USPTO patents with 853,638 reactions. Predict the reaction yield, written as a fraction of the theoretical maximum amount of product (1.0 means a 100% yield; for example, 0.34 means a 34% yield). (1) The yield is 0.650. The product is [ClH:11].[NH2:1][C@@H:2]([CH2:6][OH:7])[C:3]([O:5][CH2:8][CH3:9])=[O:4]. The catalyst is C(O)C. The reactants are [NH2:1][C@@H:2]([CH2:6][OH:7])[C:3]([O-:5])=[O:4].[C:8]([Cl:11])(=O)[CH3:9]. (2) The reactants are [F:1][C:2]1[CH:7]=[CH:6][CH:5]=[C:4]([F:8])[C:3]=1[C@H:9]([NH:12][S@](C(C)(C)C)=O)[CH:10]=[CH2:11].[ClH:19].O1CCOCC1. The catalyst is CO. The product is [ClH:19].[F:1][C:2]1[CH:7]=[CH:6][CH:5]=[C:4]([F:8])[C:3]=1[C@H:9]([NH2:12])[CH:10]=[CH2:11]. The yield is 1.00. (3) The yield is 0.780. The catalyst is CCOC(C)=O.[Pt]. The reactants are [O:1]=[C:2]([C:37]1[C:65]([F:66])=[CH:64][C:40]2[N:41]([CH2:56][O:57][CH2:58][CH2:59][Si:60]([CH3:63])([CH3:62])[CH3:61])[C:42]([C@@H:44]3[CH2:48][CH2:47][CH2:46][N:45]3[C:49]([O:51][C:52]([CH3:55])([CH3:54])[CH3:53])=[O:50])=[N:43][C:39]=2[CH:38]=1)/[CH:3]=[CH:4]/[C:5]([C:7]1[C:35]([F:36])=[CH:34][C:10]2[N:11]([CH2:26][O:27][CH2:28][CH2:29][Si:30]([CH3:33])([CH3:32])[CH3:31])[C:12]([C@@H:14]3[CH2:18][CH2:17][CH2:16][N:15]3[C:19]([O:21][C:22]([CH3:25])([CH3:24])[CH3:23])=[O:20])=[N:13][C:9]=2[CH:8]=1)=[O:6]. The product is [O:6]=[C:5]([C:7]1[C:35]([F:36])=[CH:34][C:10]2[N:11]([CH2:26][O:27][CH2:28][CH2:29][Si:30]([CH3:31])([CH3:32])[CH3:33])[C:12]([C@@H:14]3[CH2:18][CH2:17][CH2:16][N:15]3[C:19]([O:21][C:22]([CH3:23])([CH3:24])[CH3:25])=[O:20])=[N:13][C:9]=2[CH:8]=1)[CH2:4][CH2:3][C:2]([C:37]1[C:65]([F:66])=[CH:64][C:40]2[N:41]([CH2:56][O:57][CH2:58][CH2:59][Si:60]([CH3:61])([CH3:62])[CH3:63])[C:42]([C@@H:44]3[CH2:48][CH2:47][CH2:46][N:45]3[C:49]([O:51][C:52]([CH3:53])([CH3:54])[CH3:55])=[O:50])=[N:43][C:39]=2[CH:38]=1)=[O:1].